From a dataset of Catalyst prediction with 721,799 reactions and 888 catalyst types from USPTO. Predict which catalyst facilitates the given reaction. (1) Product: [N:1]1([C:4]([O:6][C:7]([CH3:10])([CH3:9])[CH3:8])=[O:5])[CH2:3][CH2:2]1. Reactant: [NH:1]1[CH2:3][CH2:2]1.[C:4](O[C:4]([O:6][C:7]([CH3:10])([CH3:9])[CH3:8])=[O:5])([O:6][C:7]([CH3:10])([CH3:9])[CH3:8])=[O:5]. The catalyst class is: 38. (2) Reactant: CN(C(ON1N=NC2C=CC=NC1=2)=[N+](C)C)C.F[P-](F)(F)(F)(F)F.CCN(C(C)C)C(C)C.[Cl:34][C:35]1[CH:43]=[C:42]([Cl:44])[CH:41]=[CH:40][C:36]=1[C:37]([OH:39])=O.[S:45]1[C:49]([C:50]2[N:54]3[CH2:55][CH2:56][NH:57][CH2:58][C:53]3=[N:52][N:51]=2)=[N:48][CH:47]=[N:46]1. Product: [Cl:34][C:35]1[CH:43]=[C:42]([Cl:44])[CH:41]=[CH:40][C:36]=1[C:37]([N:57]1[CH2:56][CH2:55][N:54]2[C:50]([C:49]3[S:45][N:46]=[CH:47][N:48]=3)=[N:51][N:52]=[C:53]2[CH2:58]1)=[O:39]. The catalyst class is: 483. (3) Reactant: I[C:2]1[N:3]=[CH:4][NH:5][CH:6]=1.[CH:7]([C:9]1[CH:14]=[CH:13][C:12](B(O)O)=[CH:11][CH:10]=1)=[CH2:8].C([O-])([O-])=O.[Na+].[Na+]. Product: [CH:7]([C:9]1[CH:14]=[CH:13][C:12]([C:2]2[N:3]=[CH:4][NH:5][CH:6]=2)=[CH:11][CH:10]=1)=[CH2:8]. The catalyst class is: 128. (4) Reactant: Br[C:2]1[CH:3]=[C:4]2[C:8](=[CH:9][CH:10]=1)[NH:7][N:6]=[CH:5]2.[C:11]([Si:13]([CH3:16])([CH3:15])[CH3:14])#[CH:12]. Product: [CH3:14][Si:13]([C:11]#[C:12][C:2]1[CH:3]=[C:4]2[C:8](=[CH:9][CH:10]=1)[NH:7][N:6]=[CH:5]2)([CH3:16])[CH3:15]. The catalyst class is: 778.